Task: Predict the reaction yield, written as a fraction of the theoretical maximum amount of product (1.0 means a 100% yield; for example, 0.34 means a 34% yield).. Dataset: Reaction yield outcomes from USPTO patents with 853,638 reactions (1) The yield is 0.930. The product is [C:1]([O:5][C:6](=[O:30])[CH2:7][C@H:8]([CH2:9][C@H:10]([CH3:14])[CH2:11][CH2:12][CH3:13])[C:15]([OH:16])=[O:36])([CH3:2])([CH3:3])[CH3:4]. The catalyst is O.C1COCC1.CCOCC.CCCCCC. The reactants are [C:1]([O:5][C:6](=[O:30])[CH2:7][C@@H:8]([C:15](N1[C@H](C)[C@H](C2C=CC=CC=2)OC1=O)=[O:16])[CH2:9][C@H:10]([CH3:14])[CH2:11][CH2:12][CH3:13])([CH3:4])([CH3:3])[CH3:2].[Li+].[OH-].OO.S(=O)(=O)(O)[O-:36].[Na+].S([O-])([O-])=O.[Na+].[Na+]. (2) The reactants are Cl[C:2]1[N:7]=[C:6]([O:8]C)N=C(OC)N=1.C[N:13]1[CH2:18][CH2:17]OCC1.Cl.[C:20]([N:24]1[CH:28]=[C:27]2[O:29][C:30]3([CH2:38]CN[CH2:35][CH2:34]3)[CH2:31][C:32](=[O:33])[C:26]2=[N:25]1)([CH3:23])([CH3:22])[CH3:21]. No catalyst specified. The product is [C:20]([N:24]1[CH:28]=[C:27]2[O:29][C:30]3([CH2:38][CH2:2][N:7]([C:6]([C:32]4[CH:26]=[C:27]5[C:18](=[CH:17][CH:31]=4)[NH:13][N:24]=[CH:28]5)=[O:8])[CH2:35][CH2:34]3)[CH2:31][C:32](=[O:33])[C:26]2=[N:25]1)([CH3:23])([CH3:21])[CH3:22]. The yield is 0.310.